From a dataset of Reaction yield outcomes from USPTO patents with 853,638 reactions. Predict the reaction yield, written as a fraction of the theoretical maximum amount of product (1.0 means a 100% yield; for example, 0.34 means a 34% yield). (1) The reactants are [F:1][C:2]([F:13])([F:12])[C:3]1[CH:4]=[C:5](B(O)O)[CH:6]=[CH:7][CH:8]=1.[NH2:14][C:15]1[C:24]([Br:25])=[CH:23][C:22](I)=[CH:21][C:16]=1[C:17]([O:19][CH3:20])=[O:18].C([O-])([O-])=O.[K+].[K+].O1CCOCC1. The catalyst is O. The product is [NH2:14][C:15]1[C:24]([Br:25])=[CH:23][C:22]([C:5]2[CH:6]=[CH:7][CH:8]=[C:3]([C:2]([F:13])([F:12])[F:1])[CH:4]=2)=[CH:21][C:16]=1[C:17]([O:19][CH3:20])=[O:18]. The yield is 0.632. (2) The product is [Br:1][C:2]1[CH:3]=[C:4]([CH:8]=[O:9])[CH:5]=[N:6][CH:7]=1. The catalyst is O=[Mn]=O. The yield is 0.510. The reactants are [Br:1][C:2]1[CH:3]=[C:4]([CH2:8][OH:9])[CH:5]=[N:6][CH:7]=1.